Dataset: Catalyst prediction with 721,799 reactions and 888 catalyst types from USPTO. Task: Predict which catalyst facilitates the given reaction. (1) Reactant: C(N(CC)C(C)C)(C)C.[CH2:10]([O:12][P:13]([O:27][CH2:28][CH3:29])([O:15][C:16]1[CH:21]=[CH:20][C:19]([CH:22]=[CH:23][C:24]([OH:26])=O)=[CH:18][CH:17]=1)=[O:14])[CH3:11].F[P-](F)(F)(F)(F)F.N1(OC(N(C)C)=[N+](C)C)C2N=CC=CC=2N=N1.[NH2:54][CH2:55][C@@H:56]1[O:60][C:59](=[O:61])[N:58]([C:62]2[CH:67]=[CH:66][C:65]([C:68]3[S:69][CH2:70][C:71](=[O:74])[NH:72][N:73]=3)=[C:64]([F:75])[CH:63]=2)[CH2:57]1. Product: [F:75][C:64]1[CH:63]=[C:62]([N:58]2[CH2:57][CH:56]([CH2:55][NH:54][C:24]([CH:23]=[CH:22][C:19]3[CH:18]=[CH:17][C:16]([O:15][P:13](=[O:14])([O:12][CH2:10][CH3:11])[O:27][CH2:28][CH3:29])=[CH:21][CH:20]=3)=[O:26])[O:60][C:59]2=[O:61])[CH:67]=[CH:66][C:65]=1[C:68]1[S:69][CH2:70][C:71](=[O:74])[NH:72][N:73]=1. The catalyst class is: 3. (2) Reactant: C([N:8]1[CH2:13][CH2:12][N:11](CC2C=CC=CC=2)[CH2:10][C@@H:9]1[CH2:21][CH2:22][C:23]1[CH:28]=[CH:27][CH:26]=[C:25]([Cl:29])[CH:24]=1)C1C=CC=CC=1.ClC(OC(Cl)C)=O. Product: [Cl:29][C:25]1[CH:24]=[C:23]([CH2:22][CH2:21][C@H:9]2[CH2:10][NH:11][CH2:12][CH2:13][NH:8]2)[CH:28]=[CH:27][CH:26]=1. The catalyst class is: 68. (3) Reactant: [CH3:1][C:2]1[C:7]2[NH:8][C:9]([CH:11]3[CH2:16][CH2:15][O:14][CH2:13][CH2:12]3)=[N:10][C:6]=2[CH:5]=[C:4]([OH:17])[CH:3]=1.[Cl:18][C:19]1[CH:24]=[C:23](Cl)[N:22]=[CH:21][N:20]=1.C(=O)([O-])[O-].[K+].[K+].C([O-])(O)=O.[Na+]. Product: [Cl:18][C:19]1[N:20]=[CH:21][N:22]=[C:23]([O:17][C:4]2[CH:3]=[C:2]([CH3:1])[C:7]3[NH:8][C:9]([CH:11]4[CH2:16][CH2:15][O:14][CH2:13][CH2:12]4)=[N:10][C:6]=3[CH:5]=2)[CH:24]=1. The catalyst class is: 3. (4) Product: [CH2:29]([O:36][C:37]1[CH:43]=[CH:42][C:40]([NH:41][C:11](=[O:13])[CH:9]([NH:8][C:6](=[O:7])[O:5][C:1]([CH3:2])([CH3:3])[CH3:4])[CH3:10])=[C:39]([N+:44]([O-:46])=[O:45])[CH:38]=1)[C:30]1[CH:31]=[CH:32][CH:33]=[CH:34][CH:35]=1. Reactant: [C:1]([O:5][C:6]([NH:8][CH:9]([C:11]([OH:13])=O)[CH3:10])=[O:7])([CH3:4])([CH3:3])[CH3:2].C(N(CC)CC)C.C(Cl)(=O)OCC(C)C.[CH2:29]([O:36][C:37]1[CH:43]=[CH:42][C:40]([NH2:41])=[C:39]([N+:44]([O-:46])=[O:45])[CH:38]=1)[C:30]1[CH:35]=[CH:34][CH:33]=[CH:32][CH:31]=1. The catalyst class is: 56. (5) Reactant: [CH2:1]([N:3]1[C:7]2=[N:8][C:9]([CH2:44][CH3:45])=[C:10]([CH2:19][NH:20][C:21](=[O:43])[C:22]3[CH:27]=[CH:26][C:25]([NH:28][C:29](=[O:42])[CH2:30][CH2:31][CH2:32][CH2:33][CH2:34][CH2:35][CH2:36][N:37]([CH2:39][CH2:40][OH:41])[CH3:38])=[CH:24][CH:23]=3)[C:11]([NH:12][CH:13]3[CH2:18][CH2:17][O:16][CH2:15][CH2:14]3)=[C:6]2[CH:5]=[N:4]1)[CH3:2].[C:46]([OH:53])(=[O:52])/[CH:47]=[CH:48]/[C:49]([OH:51])=[O:50]. Product: [C:46]([OH:53])(=[O:52])/[CH:47]=[CH:48]/[C:49]([OH:51])=[O:50].[CH2:1]([N:3]1[C:7]2=[N:8][C:9]([CH2:44][CH3:45])=[C:10]([CH2:19][NH:20][C:21](=[O:43])[C:22]3[CH:27]=[CH:26][C:25]([NH:28][C:29](=[O:42])[CH2:30][CH2:31][CH2:32][CH2:33][CH2:34][CH2:35][CH2:36][N:37]([CH2:39][CH2:40][OH:41])[CH3:38])=[CH:24][CH:23]=3)[C:11]([NH:12][CH:13]3[CH2:14][CH2:15][O:16][CH2:17][CH2:18]3)=[C:6]2[CH:5]=[N:4]1)[CH3:2].[CH2:1]([N:3]1[C:7]2=[N:8][C:9]([CH2:44][CH3:45])=[C:10]([CH2:19][NH:20][C:21](=[O:43])[C:22]3[CH:27]=[CH:26][C:25]([NH:28][C:29](=[O:42])[CH2:30][CH2:31][CH2:32][CH2:33][CH2:34][CH2:35][CH2:36][N:37]([CH3:38])[CH2:39][CH2:40][OH:41])=[CH:24][CH:23]=3)[C:11]([NH:12][CH:13]3[CH2:14][CH2:15][O:16][CH2:17][CH2:18]3)=[C:6]2[CH:5]=[N:4]1)[CH3:2]. The catalyst class is: 32. (6) Reactant: [I:1][C:2]1[CH:3]=[N:4][NH:5][CH:6]=1.C(=O)([O-])[O-].[Cs+].[Cs+].CS(O[CH2:18][C@H:19]1[CH2:23][C:22](=[O:24])[N:21]([CH2:25][C:26]2[CH:31]=[CH:30][C:29]([O:32][CH3:33])=[CH:28][CH:27]=2)[C@@H:20]1[CH3:34])(=O)=O. Product: [I:1][C:2]1[CH:3]=[N:4][N:5]([CH2:18][CH:19]2[CH:20]([CH3:34])[N:21]([CH2:25][C:26]3[CH:27]=[CH:28][C:29]([O:32][CH3:33])=[CH:30][CH:31]=3)[C:22](=[O:24])[CH2:23]2)[CH:6]=1. The catalyst class is: 18. (7) Reactant: Cl.[NH2:2][OH:3].C(N(CC)CC)C.[Cl:11][C:12]1[CH:19]=[C:18]([O:20][CH2:21][C@@H:22]2[CH2:26][O:25][C:24]([CH3:28])([CH3:27])[O:23]2)[C:17]([Cl:29])=[CH:16][C:13]=1[C:14]#[N:15]. Product: [Cl:11][C:12]1[CH:19]=[C:18]([O:20][CH2:21][C@@H:22]2[CH2:26][O:25][C:24]([CH3:27])([CH3:28])[O:23]2)[C:17]([Cl:29])=[CH:16][C:13]=1/[C:14](=[N:2]/[OH:3])/[NH2:15]. The catalyst class is: 8.